Dataset: Reaction yield outcomes from USPTO patents with 853,638 reactions. Task: Predict the reaction yield, written as a fraction of the theoretical maximum amount of product (1.0 means a 100% yield; for example, 0.34 means a 34% yield). (1) The reactants are Cl[C:2]1[C:11]2[C:6](=[CH:7][C:8]([O:14][CH3:15])=[C:9]([O:12][CH3:13])[CH:10]=2)[N:5]=[CH:4][CH:3]=1.[C:16]([O:25][CH:26]([CH3:28])[CH3:27])(=[O:24])[C:17]1[C:18](=[CH:20][CH:21]=[CH:22][CH:23]=1)[OH:19]. The catalyst is CN(C)C1C=CN=CC=1.ClC1C=CC=CC=1Cl. The product is [CH3:13][O:12][C:9]1[CH:10]=[C:11]2[C:6](=[CH:7][C:8]=1[O:14][CH3:15])[N:5]=[CH:4][CH:3]=[C:2]2[O:19][C:18]1[CH:20]=[CH:21][CH:22]=[CH:23][C:17]=1[C:16]([O:25][CH:26]([CH3:28])[CH3:27])=[O:24]. The yield is 0.210. (2) The reactants are [NH2:1][C:2]1[C:3]([C:10]([O:12][CH3:13])=[O:11])=[N:4][C:5](Br)=[C:6]([F:8])[CH:7]=1.[F:14][C:15]1[CH:20]=[C:19]([O:21][CH2:22][CH2:23][O:24][CH3:25])[CH:18]=[C:17]([F:26])[C:16]=1B1OC(C)(C)C(C)(C)O1. No catalyst specified. The product is [NH2:1][C:2]1[C:3]([C:10]([O:12][CH3:13])=[O:11])=[N:4][C:5]([C:16]2[C:17]([F:26])=[CH:18][C:19]([O:21][CH2:22][CH2:23][O:24][CH3:25])=[CH:20][C:15]=2[F:14])=[C:6]([F:8])[CH:7]=1. The yield is 0.360.